Dataset: Full USPTO retrosynthesis dataset with 1.9M reactions from patents (1976-2016). Task: Predict the reactants needed to synthesize the given product. (1) Given the product [CH2:22]([O:20][C:19]([C:9]1[CH:10]=[CH:11][C:12]2[C:17](=[CH:16][CH:15]=[CH:14][C:13]=2[O:18][CH2:22][C:23]2[CH:28]=[CH:27][CH:26]=[CH:25][CH:24]=2)[C:8]=1[O:7][CH2:19][C:9]1[CH:10]=[CH:11][CH:12]=[CH:17][CH:8]=1)=[O:21])[C:23]1[CH:28]=[CH:27][CH:26]=[CH:25][CH:24]=1, predict the reactants needed to synthesize it. The reactants are: C([O-])([O-])=O.[K+].[K+].[OH:7][C:8]1[C:17]2[C:12](=[C:13]([OH:18])[CH:14]=[CH:15][CH:16]=2)[CH:11]=[CH:10][C:9]=1[C:19]([OH:21])=[O:20].[CH2:22](Cl)[C:23]1[CH:28]=[CH:27][CH:26]=[CH:25][CH:24]=1. (2) Given the product [CH2:1]([O:5][C:6]1[C:7]2[C:14](/[CH:15]=[CH:16]/[C:17](=[O:18])[CH2:20][CH3:21])=[CH:13][NH:12][C:8]=2[N:9]=[CH:10][N:11]=1)[CH:2]([CH3:4])[CH3:3], predict the reactants needed to synthesize it. The reactants are: [CH2:1]([O:5][C:6]1[C:7]2[C:14](/[CH:15]=[CH:16]/[C:17](N)=[O:18])=[CH:13][NH:12][C:8]=2[N:9]=[CH:10][N:11]=1)[CH:2]([CH3:4])[CH3:3].[C:20](N)(=O)[CH:21]=C.C=CC(=O)CC.